From a dataset of NCI-60 drug combinations with 297,098 pairs across 59 cell lines. Regression. Given two drug SMILES strings and cell line genomic features, predict the synergy score measuring deviation from expected non-interaction effect. (1) Drug 1: C1CC(C1)(C(=O)O)C(=O)O.[NH2-].[NH2-].[Pt+2]. Drug 2: C1CN(P(=O)(OC1)NCCCl)CCCl. Cell line: NCI/ADR-RES. Synergy scores: CSS=-2.66, Synergy_ZIP=4.45, Synergy_Bliss=6.32, Synergy_Loewe=2.58, Synergy_HSA=1.96. (2) Drug 1: C1CN1P(=S)(N2CC2)N3CC3. Drug 2: CCCCC(=O)OCC(=O)C1(CC(C2=C(C1)C(=C3C(=C2O)C(=O)C4=C(C3=O)C=CC=C4OC)O)OC5CC(C(C(O5)C)O)NC(=O)C(F)(F)F)O. Cell line: SN12C. Synergy scores: CSS=42.5, Synergy_ZIP=-5.47, Synergy_Bliss=-3.07, Synergy_Loewe=-15.7, Synergy_HSA=-2.46. (3) Drug 1: C1CC(=O)NC(=O)C1N2CC3=C(C2=O)C=CC=C3N. Drug 2: CC1OCC2C(O1)C(C(C(O2)OC3C4COC(=O)C4C(C5=CC6=C(C=C35)OCO6)C7=CC(=C(C(=C7)OC)O)OC)O)O. Cell line: IGROV1. Synergy scores: CSS=35.3, Synergy_ZIP=4.19, Synergy_Bliss=6.00, Synergy_Loewe=2.37, Synergy_HSA=9.38. (4) Drug 1: CN1CCC(CC1)COC2=C(C=C3C(=C2)N=CN=C3NC4=C(C=C(C=C4)Br)F)OC. Drug 2: CC1=C(C(=CC=C1)Cl)NC(=O)C2=CN=C(S2)NC3=CC(=NC(=N3)C)N4CCN(CC4)CCO. Cell line: 786-0. Synergy scores: CSS=18.2, Synergy_ZIP=-4.83, Synergy_Bliss=4.57, Synergy_Loewe=-5.91, Synergy_HSA=6.51.